Dataset: Full USPTO retrosynthesis dataset with 1.9M reactions from patents (1976-2016). Task: Predict the reactants needed to synthesize the given product. (1) The reactants are: Br[C:2]1[CH:3]=[C:4]2[C:27](=[CH:28][CH:29]=1)[O:26][C:7]1=[N:8][C:9]([F:25])=[C:10]([Sn:12]([CH2:21][CH2:22][CH2:23][CH3:24])([CH2:17][CH2:18][CH2:19][CH3:20])[CH2:13][CH2:14][CH2:15][CH3:16])[CH:11]=[C:6]1[C:5]2=[O:30].CC(N)CC1C=CC=CC=1.OP(O)(O)=O.C([O-])(=O)C.[K+].[F:51][C:52]1[C:57](B(O)O)=[CH:56][CH:55]=[CH:54][N:53]=1. Given the product [F:25][C:9]1[N:8]=[C:7]2[O:26][C:27]3[C:4]([C:5](=[O:30])[C:6]2=[CH:11][C:10]=1[Sn:12]([CH2:21][CH2:22][CH2:23][CH3:24])([CH2:17][CH2:18][CH2:19][CH3:20])[CH2:13][CH2:14][CH2:15][CH3:16])=[CH:3][C:2]([C:57]1[C:52]([F:51])=[N:53][CH:54]=[CH:55][CH:56]=1)=[CH:29][CH:28]=3, predict the reactants needed to synthesize it. (2) Given the product [OH:18][CH2:19][CH2:20][C:21]([F:32])([F:31])[CH2:22][P:23](=[O:30])([O:24][CH2:25][CH3:26])[O:27][CH2:28][CH3:29], predict the reactants needed to synthesize it. The reactants are: [Si]([O:18][CH2:19][CH2:20][C:21]([F:32])([F:31])[CH2:22][P:23](=[O:30])([O:27][CH2:28][CH3:29])[O:24][CH2:25][CH3:26])(C(C)(C)C)(C1C=CC=CC=1)C1C=CC=CC=1.Cl. (3) The reactants are: Cl.Cl.[N:3]1([CH2:9][CH2:10][CH2:11][O:12][C:13]2[CH:22]=[C:21]3[C:16]([CH2:17][CH2:18][NH:19][CH2:20]3)=[CH:15][CH:14]=2)[CH2:8][CH2:7][CH2:6][CH2:5][CH2:4]1.CCN(CC)CC.[CH:30]([N:33]=[C:34]=[O:35])([CH3:32])[CH3:31]. Given the product [CH:30]([NH:33][C:34]([N:19]1[CH2:18][CH2:17][C:16]2[C:21](=[CH:22][C:13]([O:12][CH2:11][CH2:10][CH2:9][N:3]3[CH2:8][CH2:7][CH2:6][CH2:5][CH2:4]3)=[CH:14][CH:15]=2)[CH2:20]1)=[O:35])([CH3:32])[CH3:31], predict the reactants needed to synthesize it. (4) Given the product [I:1][CH2:4][CH2:5][CH2:6][O:7][C:8]1[CH:13]=[CH:12][C:11]([C:14]2[CH:19]=[CH:18][C:17]([C:20]([O:22][CH2:23][CH3:24])=[O:21])=[CH:16][CH:15]=2)=[CH:10][C:9]=1[C:25]1[CH:34]=[CH:33][C:32]2[C:31]([CH3:36])([CH3:35])[CH2:30][CH2:29][C:28]([CH3:38])([CH3:37])[C:27]=2[CH:26]=1, predict the reactants needed to synthesize it. The reactants are: [I-:1].[Na+].Br[CH2:4][CH2:5][CH2:6][O:7][C:8]1[CH:13]=[CH:12][C:11]([C:14]2[CH:19]=[CH:18][C:17]([C:20]([O:22][CH2:23][CH3:24])=[O:21])=[CH:16][CH:15]=2)=[CH:10][C:9]=1[C:25]1[CH:34]=[CH:33][C:32]2[C:31]([CH3:36])([CH3:35])[CH2:30][CH2:29][C:28]([CH3:38])([CH3:37])[C:27]=2[CH:26]=1. (5) Given the product [CH3:1][O:2][C:3]1[CH:8]=[C:7]([CH:6]=[CH:5][C:4]=1[O:11][CH2:21][CH2:20][CH2:19][Cl:18])[C:9]#[N:10], predict the reactants needed to synthesize it. The reactants are: [CH3:1][O:2][C:3]1[CH:8]=[C:7]([C:9]#[N:10])[CH:6]=[CH:5][C:4]=1[OH:11].C([O-])([O-])=O.[K+].[K+].[Cl:18][CH2:19][CH2:20][CH2:21]Br. (6) Given the product [F:1][C:2]1([F:20])[CH2:5][N:4]([C:6]2[C:7]([O:14][CH2:15][C:16]([F:19])([F:18])[F:17])=[CH:8][C:9]([C:12]([OH:25])=[O:21])=[N:10][CH:11]=2)[CH2:3]1, predict the reactants needed to synthesize it. The reactants are: [F:1][C:2]1([F:20])[CH2:5][N:4]([C:6]2[C:7]([O:14][CH2:15][C:16]([F:19])([F:18])[F:17])=[CH:8][C:9]([C:12]#N)=[N:10][CH:11]=2)[CH2:3]1.[OH-:21].[K+].C(OCC)(=[O:25])C.Cl.